From a dataset of Full USPTO retrosynthesis dataset with 1.9M reactions from patents (1976-2016). Predict the reactants needed to synthesize the given product. (1) Given the product [CH3:43][S:44]([N:8]1[CH2:17][CH2:16][C:15]2[C:10](=[CH:11][CH:12]=[N:13][C:14]=2[O:18][CH2:19][CH2:20][CH2:21][CH:22]2[CH2:27][CH2:26][N:25]([C:28]([O:30][CH:31]([CH3:33])[CH3:32])=[O:29])[CH2:24][CH2:23]2)[CH2:9]1)(=[O:46])=[O:45], predict the reactants needed to synthesize it. The reactants are: C([N:8]1[CH2:17][CH2:16][C:15]2[C:10](=[CH:11][CH:12]=[N:13][C:14]=2[O:18][CH2:19][CH2:20][CH2:21][CH:22]2[CH2:27][CH2:26][N:25]([C:28]([O:30][CH:31]([CH3:33])[CH3:32])=[O:29])[CH2:24][CH2:23]2)[CH2:9]1)C1C=CC=CC=1.[H][H].C(N(CC)CC)C.[CH3:43][S:44](Cl)(=[O:46])=[O:45]. (2) Given the product [CH2:1]([N:8]1[C:13](=[O:14])[CH:12]=[CH:11][C:10]([CH2:15][C:16]2[C:24]3[C:19](=[CH:20][CH:21]=[CH:22][CH:23]=3)[N:18]([CH2:25][C:26]([OH:28])=[O:27])[C:17]=2[CH3:30])=[N:9]1)[C:2]1[CH:7]=[CH:6][CH:5]=[CH:4][CH:3]=1, predict the reactants needed to synthesize it. The reactants are: [CH2:1]([N:8]1[C:13](=[O:14])[CH:12]=[CH:11][C:10]([CH2:15][C:16]2[C:24]3[C:19](=[CH:20][CH:21]=[CH:22][CH:23]=3)[N:18]([CH2:25][C:26]([O:28]C)=[O:27])[C:17]=2[CH3:30])=[N:9]1)[C:2]1[CH:7]=[CH:6][CH:5]=[CH:4][CH:3]=1.C1COCC1.[OH-].[Li+].Cl. (3) The reactants are: F[C:2](F)(F)[C:3]([O-])=O.[CH:8]1([NH2:14])[CH2:13][CH2:12][CH2:11][CH2:10][CH2:9]1.[S:15]1[CH:19]=[CH:18][N:17]=[C:16]1[N:20]1[CH:24]=[CH:23][CH:22]=[C:21]1[CH:25]=O. Given the product [S:15]1[CH:19]=[CH:18][N:17]=[C:16]1[N:20]1[CH:24]=[CH:23][CH:22]=[C:21]1[CH2:25][N:14]([CH2:25][C:21]1[N:20]([C:16]2[S:15][CH:2]=[CH:3][N:17]=2)[CH:24]=[CH:23][CH:22]=1)[CH:8]1[CH2:13][CH2:12][CH2:11][CH2:10][CH2:9]1, predict the reactants needed to synthesize it.